Dataset: Forward reaction prediction with 1.9M reactions from USPTO patents (1976-2016). Task: Predict the product of the given reaction. (1) Given the reactants [N+:1]([CH2:3][C:4]([O:6][CH2:7][CH3:8])=[O:5])#[C-:2].C([N-]C(C)C)(C)C.[Li+].[H-].[Na+].[Cl:19][C:20]1[N:29]=[CH:28][C:27]2[NH:26][C:25](=O)[C@@H:24]([CH3:31])[N:23]([CH:32]3[CH2:36][CH2:35][CH2:34][CH2:33]3)[C:22]=2[N:21]=1.P(OCl)(OCC)(OCC)=O.C(O)(=O)C, predict the reaction product. The product is: [Cl:19][C:20]1[N:29]=[CH:28][C:27]2[N:26]3[CH:2]=[N:1][C:3]([C:4]([O:6][CH2:7][CH3:8])=[O:5])=[C:25]3[C@@H:24]([CH3:31])[N:23]([CH:32]3[CH2:33][CH2:34][CH2:35][CH2:36]3)[C:22]=2[N:21]=1. (2) Given the reactants [CH:1]1([C:6]([OH:8])=[O:7])[CH2:5][CH2:4][CH2:3][CH2:2]1.C([N-]C(C)C)(C)C.[Li+].C([Li])CCC.Br[CH2:23][C:24]1[CH:33]=[CH:32][C:27]([C:28]([O:30][CH3:31])=[O:29])=[C:26]([O:34][CH3:35])[CH:25]=1.[Cl-].[NH4+], predict the reaction product. The product is: [CH3:35][O:34][C:26]1[CH:25]=[C:24]([CH:33]=[CH:32][C:27]=1[C:28]([O:30][CH3:31])=[O:29])[CH2:23][C:1]1([C:6]([OH:8])=[O:7])[CH2:5][CH2:4][CH2:3][CH2:2]1. (3) The product is: [Cl:1][C:2]1[C:11]2[C:6](=[CH:7][C:8]([O:14][CH2:23][CH2:22][N:19]3[CH2:20][CH2:21][N:16]([CH3:15])[CH2:17][CH2:18]3)=[C:9]([O:12][CH3:13])[CH:10]=2)[N:5]=[CH:4][N:3]=1. Given the reactants [Cl:1][C:2]1[C:11]2[C:6](=[CH:7][C:8]([OH:14])=[C:9]([O:12][CH3:13])[CH:10]=2)[N:5]=[CH:4][N:3]=1.[CH3:15][N:16]1[CH2:21][CH2:20][N:19]([CH2:22][CH2:23]O)[CH2:18][CH2:17]1, predict the reaction product. (4) The product is: [OH:4][C@@H:3]([CH3:5])[C@@H:2]([N:1]([C:52]1[CH:51]=[CH:50][C:49]([C:46]2[CH:45]=[CH:44][C:43]([C:42]([F:41])([F:66])[F:67])=[CH:48][CH:47]=2)=[CH:54][CH:53]=1)[C:14]([O:15][CH3:16])=[O:39])[C:6]([OH:8])=[O:7]. Given the reactants [NH2:1][C@@H:2]([C:6]([OH:8])=[O:7])[C@H:3]([CH3:5])[OH:4].C([O-])(O)=O.[Na+].[C:14](=O)([O-:39])[O:15][CH:16](C1C=CC=CN=1)C1C=CC(C2C=CC(C(F)(F)F)=CC=2)=CC=1.[F:41][C:42]([F:67])([F:66])[C:43]1[CH:48]=[CH:47][C:46]([C:49]2[CH:54]=[CH:53][C:52](C3C=CN(C([O-])=O)C(=O)C=3C)=[CH:51][CH:50]=2)=[CH:45][CH:44]=1, predict the reaction product. (5) Given the reactants C[O:2][C:3](=[O:22])[C:4]1[CH:9]=[CH:8][C:7]([CH2:10][NH:11][C@H:12]2[CH2:17][CH2:16][C@H:15]([C:18]([CH3:21])([CH3:20])[CH3:19])[CH2:14][CH2:13]2)=[CH:6][CH:5]=1.[C:23]([O:27][C:28](O[C:28]([O:27][C:23]([CH3:26])([CH3:25])[CH3:24])=[O:29])=[O:29])([CH3:26])([CH3:25])[CH3:24], predict the reaction product. The product is: [C:23]([O:27][C:28]([N:11]([CH2:10][C:7]1[CH:6]=[CH:5][C:4]([C:3]([OH:2])=[O:22])=[CH:9][CH:8]=1)[C@H:12]1[CH2:13][CH2:14][C@H:15]([C:18]([CH3:19])([CH3:20])[CH3:21])[CH2:16][CH2:17]1)=[O:29])([CH3:26])([CH3:25])[CH3:24].